This data is from Peptide-MHC class II binding affinity with 134,281 pairs from IEDB. The task is: Regression. Given a peptide amino acid sequence and an MHC pseudo amino acid sequence, predict their binding affinity value. This is MHC class II binding data. (1) The peptide sequence is YESYKFIPALEAA. The MHC is DRB1_0405 with pseudo-sequence DRB1_0405. The binding affinity (normalized) is 0.875. (2) The peptide sequence is FAGAWCVPKVTFTVE. The MHC is HLA-DQA10401-DQB10402 with pseudo-sequence HLA-DQA10401-DQB10402. The binding affinity (normalized) is 0. (3) The peptide sequence is GSLKPNCGNKVVVSY. The MHC is DRB3_0101 with pseudo-sequence DRB3_0101. The binding affinity (normalized) is 0.221. (4) The peptide sequence is FTSLEYIEAAKWLLP. The MHC is HLA-DQA10104-DQB10503 with pseudo-sequence HLA-DQA10104-DQB10503. The binding affinity (normalized) is 0.102. (5) The peptide sequence is TKKGNVWEVKSSKPLVGPFN. The binding affinity (normalized) is 0.523. The MHC is DRB1_0401 with pseudo-sequence DRB1_0401. (6) The MHC is HLA-DQA10401-DQB10402 with pseudo-sequence HLA-DQA10401-DQB10402. The binding affinity (normalized) is 0.507. The peptide sequence is AAATAGTTVYGAFCA. (7) The peptide sequence is EKKYFAATQFEPLAI. The MHC is DRB1_1001 with pseudo-sequence DRB1_1001. The binding affinity (normalized) is 0.735.